This data is from Forward reaction prediction with 1.9M reactions from USPTO patents (1976-2016). The task is: Predict the product of the given reaction. (1) Given the reactants [Cl:1][C:2]1[C:3]([OH:12])=[CH:4][C:5]2[O:9][CH2:8][C:7](=[O:10])[C:6]=2[CH:11]=1.[C:13]([O:17][C:18]([N:20]1[CH2:25][CH2:24][NH:23][CH2:22][CH2:21]1)=[O:19])([CH3:16])([CH3:15])[CH3:14].[CH2:26]=O, predict the reaction product. The product is: [Cl:1][C:2]1[C:3]([OH:12])=[C:4]([CH2:26][N:23]2[CH2:24][CH2:25][N:20]([C:18]([O:17][C:13]([CH3:16])([CH3:14])[CH3:15])=[O:19])[CH2:21][CH2:22]2)[C:5]2[O:9][CH2:8][C:7](=[O:10])[C:6]=2[CH:11]=1. (2) Given the reactants Br[C:2]1[N:7]=[C:6]([CH:8]=[O:9])[CH:5]=[CH:4][C:3]=1[O:10][CH2:11][CH2:12][O:13][Si:14]([C:17]([CH3:20])([CH3:19])[CH3:18])([CH3:16])[CH3:15].CC1(C)C(C)(C)OB([C:29]2[CH:34]=[CH:33][C:32]([C:35](=[O:37])[CH3:36])=[CH:31][CH:30]=2)O1.C([O-])([O-])=O.[Na+].[Na+], predict the reaction product. The product is: [C:35]([C:32]1[CH:33]=[CH:34][C:29]([C:2]2[N:7]=[C:6]([CH:8]=[O:9])[CH:5]=[CH:4][C:3]=2[O:10][CH2:11][CH2:12][O:13][Si:14]([C:17]([CH3:20])([CH3:19])[CH3:18])([CH3:16])[CH3:15])=[CH:30][CH:31]=1)(=[O:37])[CH3:36]. (3) Given the reactants [Cl:1][C:2]1[CH:3]=[N:4][CH:5]=[C:6]([Cl:20])[C:7]=1[S:8][C:9]1[S:13][C:12]([C:14](Cl)=[O:15])=[CH:11][C:10]=1[N+:17]([O-:19])=[O:18].[Cl:21][C:22]1[CH:28]=[CH:27][CH:26]=[C:25]([Cl:29])[C:23]=1[NH2:24], predict the reaction product. The product is: [Cl:21][C:22]1[CH:28]=[CH:27][CH:26]=[C:25]([Cl:29])[C:23]=1[NH:24][C:14]([C:12]1[S:13][C:9]([S:8][C:7]2[C:2]([Cl:1])=[CH:3][N:4]=[CH:5][C:6]=2[Cl:20])=[C:10]([N+:17]([O-:19])=[O:18])[CH:11]=1)=[O:15]. (4) Given the reactants Br[C:2]1[C:10]([O:11][CH3:12])=[C:9]([C:13]([CH3:16])([CH3:15])[CH3:14])[CH:8]=[C:7]2[C:3]=1[CH2:4][CH:5]([CH3:18])[C:6]2=[O:17].[C:19]([C:23]1[CH:24]=[C:25](B(O)O)[CH:26]=[C:27]([C:29]([CH3:32])([CH3:31])[CH3:30])[CH:28]=1)([CH3:22])([CH3:21])[CH3:20].C([O-])([O-])=O.[Na+].[Na+].C1C=CC(P(C2C=CC=CC=2)C2C=CC=CC=2)=CC=1, predict the reaction product. The product is: [C:13]([C:9]1[CH:8]=[C:7]2[C:3]([CH2:4][CH:5]([CH3:18])[C:6]2=[O:17])=[C:2]([C:25]2[CH:24]=[C:23]([C:19]([CH3:21])([CH3:20])[CH3:22])[CH:28]=[C:27]([C:29]([CH3:32])([CH3:31])[CH3:30])[CH:26]=2)[C:10]=1[O:11][CH3:12])([CH3:16])([CH3:15])[CH3:14].